The task is: Predict which catalyst facilitates the given reaction.. This data is from Catalyst prediction with 721,799 reactions and 888 catalyst types from USPTO. (1) Reactant: [N+:1]([C:4]1[CH:5]=[N:6][CH:7]=[CH:8][C:9]=1[C:10]1[O:15][C@H:14]([C:16]#[N:17])[C@@H:13]([O:18][Si:19]([CH:26]([CH3:28])[CH3:27])([CH:23]([CH3:25])[CH3:24])[CH:20]([CH3:22])[CH3:21])[C@H:12]([O:29][Si:30]([CH:37]([CH3:39])[CH3:38])([CH:34]([CH3:36])[CH3:35])[CH:31]([CH3:33])[CH3:32])[CH:11]=1)([O-])=O. Product: [NH2:1][C:4]1[CH:5]=[N:6][CH:7]=[CH:8][C:9]=1[C@@H:10]1[O:15][C@H:14]([C:16]#[N:17])[C@@H:13]([O:18][Si:19]([CH:23]([CH3:24])[CH3:25])([CH:20]([CH3:21])[CH3:22])[CH:26]([CH3:27])[CH3:28])[C@H:12]([O:29][Si:30]([CH:37]([CH3:39])[CH3:38])([CH:31]([CH3:33])[CH3:32])[CH:34]([CH3:36])[CH3:35])[CH2:11]1. The catalyst class is: 515. (2) Reactant: C(N(C(C)C)CC)(C)C.[C:10]([C:12]1[CH:17]=[CH:16][C:15]([CH2:18][NH2:19])=[CH:14][N:13]=1)#[N:11].[NH:20]([C:39]([O:41][C:42]([CH3:45])([CH3:44])[CH3:43])=[O:40])[C@@H:21]([C:29]([N:31]1[CH2:38][CH2:37][CH2:36][C@H:32]1[C:33](O)=[O:34])=[O:30])[CH2:22][C:23]1[CH:28]=[CH:27][CH:26]=[CH:25][CH:24]=1. Product: [C:10]([C:12]1[N:13]=[CH:14][C:15]([CH2:18][NH:19][C:33](=[O:34])[C@@H:32]2[CH2:36][CH2:37][CH2:38][N:31]2[C:29](=[O:30])[C@@H:21]([CH2:22][C:23]2[CH:24]=[CH:25][CH:26]=[CH:27][CH:28]=2)[NH:20][C:39]([O:41][C:42]([CH3:45])([CH3:43])[CH3:44])=[O:40])=[CH:16][CH:17]=1)#[N:11]. The catalyst class is: 2. (3) Reactant: Cl.[I:2][C:3]1[CH:4]=[CH:5][C:6]2[N:7]([CH:9]=[C:10]([NH2:12])[N:11]=2)[N:8]=1.[CH:13]1([C:16](Cl)=[O:17])[CH2:15][CH2:14]1.O. Product: [I:2][C:3]1[CH:4]=[CH:5][C:6]2[N:7]([CH:9]=[C:10]([NH:12][C:16]([CH:13]3[CH2:15][CH2:14]3)=[O:17])[N:11]=2)[N:8]=1. The catalyst class is: 44. (4) Reactant: [C:1]([C:4]1[CH:5]([C:23]2[CH:31]=[CH:30][C:29]([C:32]#[N:33])=[CH:28][C:24]=2[C:25]([OH:27])=O)[N:6]([CH3:22])[C:7](=[O:21])[N:8]([C:11]2[CH:16]=[CH:15][CH:14]=[C:13]([C:17]([F:20])([F:19])[F:18])[CH:12]=2)[C:9]=1[CH3:10])(=[O:3])[CH3:2].[N:34]1([C:40]([O:42][C:43]([CH3:46])([CH3:45])[CH3:44])=[O:41])[CH2:39][CH2:38]N[CH2:36][CH2:35]1.[CH2:47]([N:49](CC)CC)C. Product: [C:43]([O:42][C:40]([N:34]1[CH2:35][CH2:36][CH:47]([NH:49][C:25](=[O:27])[C:24]2[CH:28]=[C:29]([C:32]#[N:33])[CH:30]=[CH:31][C:23]=2[CH:5]2[C:4]([C:1](=[O:3])[CH3:2])=[C:9]([CH3:10])[N:8]([C:11]3[CH:16]=[CH:15][CH:14]=[C:13]([C:17]([F:20])([F:19])[F:18])[CH:12]=3)[C:7](=[O:21])[N:6]2[CH3:22])[CH2:38][CH2:39]1)=[O:41])([CH3:44])([CH3:45])[CH3:46]. The catalyst class is: 9. (5) Reactant: [CH3:1][O:2][CH2:3][C@H:4]([CH3:34])[O:5][C:6]1[CH:7]=[C:8]([C:23]2[NH:27][C:26]([C:28]3[O:29][C@@H:30]([CH3:33])[CH2:31][N:32]=3)=[CH:25][CH:24]=2)[CH:9]=[C:10]([O:12][Si](C(C)C)(C(C)C)C(C)C)[CH:11]=1.[F-].C([N+](CCCC)(CCCC)CCCC)CCC. Product: [CH3:1][O:2][CH2:3][C@H:4]([CH3:34])[O:5][C:6]1[CH:11]=[C:10]([OH:12])[CH:9]=[C:8]([C:23]2[NH:27][C:26]([C:28]3[O:29][C@@H:30]([CH3:33])[CH2:31][N:32]=3)=[CH:25][CH:24]=2)[CH:7]=1. The catalyst class is: 7.